Dataset: Full USPTO retrosynthesis dataset with 1.9M reactions from patents (1976-2016). Task: Predict the reactants needed to synthesize the given product. (1) Given the product [CH2:1]([C@@H:8]([C:9]([NH:31][C:28]1[S:29][CH:30]=[C:26]([C:24]2[CH:23]=[N:22][N:21]([CH3:20])[CH:25]=2)[N:27]=1)=[O:11])[CH2:12][C:13]([OH:15])=[O:14])[C:2]1[CH:3]=[CH:4][CH:5]=[CH:6][CH:7]=1, predict the reactants needed to synthesize it. The reactants are: [CH2:1]([C@H:8]([CH2:12][C:13]([O:15]C(C)(C)C)=[O:14])[C:9]([OH:11])=O)[C:2]1[CH:7]=[CH:6][CH:5]=[CH:4][CH:3]=1.[CH3:20][N:21]1[CH:25]=[C:24]([C:26]2[N:27]=[C:28]([NH2:31])[S:29][CH:30]=2)[CH:23]=[N:22]1. (2) Given the product [CH3:1][C:2]1([CH3:18])[C:10]2[C:9]3[CH:11]=[CH:12][CH:13]=[CH:14][C:8]=3[CH:7]=[CH:6][C:5]=2[N:4]=[C:3]1[C:15]([Cl:22])=[O:16], predict the reactants needed to synthesize it. The reactants are: [CH3:1][C:2]1([CH3:18])[C:10]2[C:9]3[CH:11]=[CH:12][CH:13]=[CH:14][C:8]=3[CH:7]=[CH:6][C:5]=2[N:4]=[C:3]1[C:15](O)=[O:16].C(Cl)(=O)C([Cl:22])=O. (3) Given the product [F:1][C:2]1[C:7]2[CH:8]=[CH:9][O:10][C:6]=2[C:5]([NH2:11])=[C:4]([NH:14][C:15]2[CH:20]=[CH:19][C:18]([I:21])=[CH:17][C:16]=2[F:22])[C:3]=1[F:23], predict the reactants needed to synthesize it. The reactants are: [F:1][C:2]1[C:7]2[CH:8]=[CH:9][O:10][C:6]=2[C:5]([N+:11]([O-])=O)=[C:4]([NH:14][C:15]2[CH:20]=[CH:19][C:18]([I:21])=[CH:17][C:16]=2[F:22])[C:3]=1[F:23].[NH4+].[Cl-].